The task is: Predict the product of the given reaction.. This data is from Forward reaction prediction with 1.9M reactions from USPTO patents (1976-2016). (1) Given the reactants [OH:1][C:2]1[CH:3]=[C:4]2[C:9](=[CH:10][CH:11]=1)[CH:8]=[C:7](B(O)O)[CH:6]=[CH:5]2.Br[C:16]1[CH:17]=[N:18][C:19]([C:22]([O:24]C)=[O:23])=[N:20][CH:21]=1, predict the reaction product. The product is: [OH:1][C:2]1[CH:3]=[C:4]2[C:9](=[CH:10][CH:11]=1)[CH:8]=[C:7]([C:16]1[CH:17]=[N:18][C:19]([C:22]([OH:24])=[O:23])=[N:20][CH:21]=1)[CH:6]=[CH:5]2. (2) Given the reactants [CH2:1]([C:3]1[CH:4]=[C:5]2[C:10](=[CH:11][C:12]=1[O:13]C)[O:9][CH:8]([C:15]([F:18])([F:17])[F:16])[C:7]([C:19]([O:21][CH2:22][CH3:23])=[O:20])=[CH:6]2)[CH3:2].B(Br)(Br)Br, predict the reaction product. The product is: [CH2:1]([C:3]1[CH:4]=[C:5]2[C:10](=[CH:11][C:12]=1[OH:13])[O:9][CH:8]([C:15]([F:16])([F:17])[F:18])[C:7]([C:19]([O:21][CH2:22][CH3:23])=[O:20])=[CH:6]2)[CH3:2]. (3) Given the reactants [Cl:1][C:2]1[CH:7]=[CH:6][CH:5]=[C:4]([Cl:8])[C:3]=1[C:9]1[CH:13]=[C:12]([C:14]2[CH:19]=[C:18]([NH:20][CH2:21][CH2:22][C:23]([C:25]3[CH:37]=[CH:36][C:28]([C:29]([O:31][C:32]([CH3:35])([CH3:34])[CH3:33])=[O:30])=[CH:27][CH:26]=3)=[O:24])[CH:17]=[CH:16][N:15]=2)[O:11][N:10]=1.C(N(C(C)C)CC)(C)C.[Cl:47][CH:48]([Cl:52])[C:49](Cl)=[O:50], predict the reaction product. The product is: [Cl:47][CH:48]([Cl:52])[C:49]([N:20]([CH2:21][CH2:22][C:23]([C:25]1[CH:26]=[CH:27][C:28]([C:29]([O:31][C:32]([CH3:34])([CH3:33])[CH3:35])=[O:30])=[CH:36][CH:37]=1)=[O:24])[C:18]1[CH:17]=[CH:16][N:15]=[C:14]([C:12]2[O:11][N:10]=[C:9]([C:3]3[C:2]([Cl:1])=[CH:7][CH:6]=[CH:5][C:4]=3[Cl:8])[CH:13]=2)[CH:19]=1)=[O:50]. (4) Given the reactants [Cl:1][C:2]1[CH:18]=[CH:17][C:5]([CH2:6][NH:7][C:8]([C:10]2([C:13]([F:16])([F:15])[F:14])[CH2:12][CH2:11]2)=[O:9])=[CH:4][C:3]=1[N:19]=[C:20]=S.[Cl:22][C:23]1[C:24]([N:32]2[CH2:37][CH2:36][N:35]([C:38]3[CH:43]=[CH:42][C:41]([C:44]([F:47])([F:46])[F:45])=[CH:40][CH:39]=3)[CH2:34][CH2:33]2)=[CH:25][C:26]([NH:30][CH3:31])=[C:27]([CH:29]=1)[NH2:28].CC(C)N=C=NC(C)C, predict the reaction product. The product is: [Cl:1][C:2]1[CH:18]=[CH:17][C:5]([CH2:6][NH:7][C:8]([C:10]2([C:13]([F:16])([F:15])[F:14])[CH2:12][CH2:11]2)=[O:9])=[CH:4][C:3]=1[NH:19][C:20]1[N:30]([CH3:31])[C:26]2[CH:25]=[C:24]([N:32]3[CH2:37][CH2:36][N:35]([C:38]4[CH:39]=[CH:40][C:41]([C:44]([F:45])([F:47])[F:46])=[CH:42][CH:43]=4)[CH2:34][CH2:33]3)[C:23]([Cl:22])=[CH:29][C:27]=2[N:28]=1. (5) Given the reactants [CH2:1]([C:3]1[CH:10]=[CH:9][CH:8]=[C:5]([CH:6]=[O:7])[C:4]=1[OH:11])[CH3:2].[CH2:12](Br)[C:13]1[CH:18]=[CH:17][CH:16]=[CH:15][CH:14]=1.C(=O)([O-])[O-].[K+].[K+].Cl, predict the reaction product. The product is: [CH2:12]([O:11][C:4]1[C:3]([CH2:1][CH3:2])=[CH:10][CH:9]=[CH:8][C:5]=1[CH:6]=[O:7])[C:13]1[CH:18]=[CH:17][CH:16]=[CH:15][CH:14]=1. (6) Given the reactants FC(F)(F)C(O)=O.[C:8]([C:10]1[N:11]=[C:12]([C:20]2[CH:21]=[C:22]([C:42]([F:45])([F:44])[F:43])[C:23]([O:26][CH2:27][CH2:28][O:29][C@@H:30]3[CH2:34][CH2:33][N:32](C(OC(C)(C)C)=O)[CH2:31]3)=[N:24][CH:25]=2)[C:13]2[CH:18]=[CH:17][N:16]([CH3:19])[C:14]=2[N:15]=1)#[N:9].C(#N)C.C(Cl)[Cl:50], predict the reaction product. The product is: [ClH:50].[CH3:19][N:16]1[C:14]2[N:15]=[C:10]([C:8]#[N:9])[N:11]=[C:12]([C:20]3[CH:25]=[N:24][C:23]([O:26][CH2:27][CH2:28][O:29][C@@H:30]4[CH2:34][CH2:33][NH:32][CH2:31]4)=[C:22]([C:42]([F:44])([F:45])[F:43])[CH:21]=3)[C:13]=2[CH:18]=[CH:17]1. (7) Given the reactants [CH2:1]([N:8]1[C:12]([C:13]([O:15][CH3:16])=[O:14])=[C:11](Br)[C:10]([O:18][CH2:19][C@@H:20]([NH:22][C:23]([O:25][C:26]([CH3:29])([CH3:28])[CH3:27])=[O:24])[CH3:21])=[N:9]1)[C:2]1[CH:7]=[CH:6][CH:5]=[CH:4][CH:3]=1.[CH3:30]B1OB(C)OB(C)O1.C(=O)([O-])[O-].[K+].[K+].CN(C=O)C, predict the reaction product. The product is: [CH2:1]([N:8]1[C:12]([C:13]([O:15][CH3:16])=[O:14])=[C:11]([CH3:30])[C:10]([O:18][CH2:19][C@@H:20]([NH:22][C:23]([O:25][C:26]([CH3:29])([CH3:28])[CH3:27])=[O:24])[CH3:21])=[N:9]1)[C:2]1[CH:7]=[CH:6][CH:5]=[CH:4][CH:3]=1.